This data is from Catalyst prediction with 721,799 reactions and 888 catalyst types from USPTO. The task is: Predict which catalyst facilitates the given reaction. (1) Reactant: [O:1]=[C:2]1[CH2:10][C:9]2[C:4](=[CH:5][C:6]([C:11]([C:13]3[CH:18]=[CH:17][C:16]([NH:19][C:20]([C:22]4[N:23]([C:28]([CH3:31])([CH3:30])[CH3:29])[N:24]=[C:25]([CH3:27])[CH:26]=4)=[O:21])=[CH:15][CH:14]=3)=[O:12])=[CH:7][CH:8]=2)[NH:3]1.[CH:32](OCC)=[O:33].[O-]CC.[Na+].Cl. Product: [OH:33][CH:32]=[C:10]1[C:9]2[C:4](=[CH:5][C:6]([C:11]([C:13]3[CH:18]=[CH:17][C:16]([NH:19][C:20]([C:22]4[N:23]([C:28]([CH3:31])([CH3:30])[CH3:29])[N:24]=[C:25]([CH3:27])[CH:26]=4)=[O:21])=[CH:15][CH:14]=3)=[O:12])=[CH:7][CH:8]=2)[NH:3][C:2]1=[O:1]. The catalyst class is: 8. (2) Product: [CH2:13]([O:20][C:21]1[CH:22]=[CH:23][C:24]([CH2:25][N:5]2[C:1](=[O:11])[C:2]3[C:3](=[CH:7][CH:8]=[CH:9][CH:10]=3)[C:4]2=[O:6])=[CH:27][CH:28]=1)[C:14]1[CH:15]=[CH:16][CH:17]=[CH:18][CH:19]=1. The catalyst class is: 9. Reactant: [C:1]1(=[O:11])[NH:5][C:4](=[O:6])[C:3]2=[CH:7][CH:8]=[CH:9][CH:10]=[C:2]12.[K].[CH2:13]([O:20][C:21]1[CH:28]=[CH:27][C:24]([CH2:25]Cl)=[CH:23][CH:22]=1)[C:14]1[CH:19]=[CH:18][CH:17]=[CH:16][CH:15]=1.C(OCC)(=O)C.O. (3) Reactant: [Br:1][C:2]1[CH:11]=[C:10]2[C:5]([C:6](Cl)=[CH:7][C:8](=[O:12])[NH:9]2)=[CH:4][C:3]=1[Cl:14].[N:15]1([C:21]([O:23][C:24]([CH3:27])([CH3:26])[CH3:25])=[O:22])[CH2:20][CH2:19][NH:18][CH2:17][CH2:16]1. Product: [Br:1][C:2]1[CH:11]=[C:10]2[C:5]([C:6]([N:18]3[CH2:17][CH2:16][N:15]([C:21]([O:23][C:24]([CH3:27])([CH3:26])[CH3:25])=[O:22])[CH2:20][CH2:19]3)=[CH:7][C:8](=[O:12])[NH:9]2)=[CH:4][C:3]=1[Cl:14]. The catalyst class is: 114. (4) Reactant: [CH3:1][O:2][C:3]1[C:11]2[O:10][CH2:9][O:8][C:7]=2[CH:6]=[CH:5][CH:4]=1.[N+:12]([O-])([OH:14])=[O:13]. Product: [CH3:1][O:2][C:3]1[C:11]2[O:10][CH2:9][O:8][C:7]=2[CH:6]=[C:5]([N+:12]([O-:14])=[O:13])[CH:4]=1. The catalyst class is: 152. (5) Reactant: C(NC(C)C)(C)C.C([Li])CCC.[F:13][C:14]1[CH:19]=[C:18]([F:20])[CH:17]=[CH:16][C:15]=1[Br:21].[Cl:22]C(Cl)(Cl)C(C(Cl)(Cl)Cl)=O. Product: [Cl:22][C:19]1[C:14]([F:13])=[C:15]([Br:21])[CH:16]=[CH:17][C:18]=1[F:20]. The catalyst class is: 7. (6) Reactant: C([O:5][C:6]([CH:8]1[CH:12]([C:13]2[CH:18]=[CH:17][CH:16]=[C:15]([Cl:19])[C:14]=2[F:20])[C:11]([C:23]2[CH:28]=[CH:27][C:26]([Cl:29])=[CH:25][C:24]=2[F:30])([C:21]#[N:22])[CH:10]([CH2:31][C:32]2([CH2:36][CH3:37])[CH2:35][O:34][CH2:33]2)[NH:9]1)=[O:7])(C)(C)C.[F:38][C:39]([F:44])([F:43])[C:40]([OH:42])=[O:41]. Product: [F:38][C:39]([F:44])([F:43])[C:40]([OH:42])=[O:41].[Cl:19][C:15]1[C:14]([F:20])=[C:13]([CH:12]2[C:11]([C:23]3[CH:28]=[CH:27][C:26]([Cl:29])=[CH:25][C:24]=3[F:30])([C:21]#[N:22])[CH:10]([CH2:31][C:32]3([CH2:36][CH3:37])[CH2:33][O:34][CH2:35]3)[NH:9][CH:8]2[C:6]([OH:7])=[O:5])[CH:18]=[CH:17][CH:16]=1. The catalyst class is: 4. (7) Reactant: Br.Br[CH:3]([C:13]1[CH:18]=[CH:17][N:16]=[C:15]([NH:19][C:20]([O:22][C:23]([CH3:26])([CH3:25])[CH3:24])=[O:21])[CH:14]=1)[C:4]([C:6]1[CH:11]=[CH:10][CH:9]=[C:8]([Br:12])[CH:7]=1)=O.C1([CH2:33][CH2:34][C:35]([NH2:37])=[S:36])C=CC=CC=1.C(=O)([O-])O.[Na+]. Product: [Br:12][C:8]1[CH:7]=[C:6]([C:4]2[N:37]=[C:35]([CH2:34][CH3:33])[S:36][C:3]=2[C:13]2[CH:18]=[CH:17][N:16]=[C:15]([NH:19][C:20]([O:22][C:23]([CH3:26])([CH3:25])[CH3:24])=[O:21])[CH:14]=2)[CH:11]=[CH:10][CH:9]=1.[NH2:19][C:15]1[CH:14]=[C:13]([C:3]2[S:36][C:35]([CH2:34][CH3:33])=[N:37][C:4]=2[C:6]2[CH:11]=[CH:10][CH:9]=[C:8]([Br:12])[CH:7]=2)[CH:18]=[CH:17][N:16]=1. The catalyst class is: 3. (8) Reactant: Cl.[CH:2]12[NH:9][CH:6]([CH2:7][CH2:8]1)[CH2:5][CH:4]([C:10]1[CH:11]=[C:12]([CH:21]=[CH:22][C:23]=1[F:24])[CH2:13][NH:14][C:15](=[O:20])[C:16]([F:19])([F:18])[F:17])[CH2:3]2.[F:25][C:26]1[CH:34]=[CH:33][C:32]([CH3:35])=[C:31]2[C:27]=1[C:28]([C:40](O)=[O:41])=[CH:29][N:30]2[CH2:36][CH2:37][O:38][CH3:39].CCN=C=NCCCN(C)C.Cl. Product: [F:19][C:16]([F:17])([F:18])[C:15]([NH:14][CH2:13][C:12]1[CH:21]=[CH:22][C:23]([F:24])=[C:10]([CH:4]2[CH2:3][CH:2]3[N:9]([C:40]([C:28]4[C:27]5[C:31](=[C:32]([CH3:35])[CH:33]=[CH:34][C:26]=5[F:25])[N:30]([CH2:36][CH2:37][O:38][CH3:39])[CH:29]=4)=[O:41])[CH:6]([CH2:7][CH2:8]3)[CH2:5]2)[CH:11]=1)=[O:20]. The catalyst class is: 2. (9) Reactant: [CH2:1]([OH:4])[CH2:2][OH:3].[H-].[Na+].[Cl:7][C:8]1[CH:9]=[C:10]([NH:22][C:23]2[C:32]3[C:27](=[CH:28][CH:29]=[CH:30][C:31]=3F)[N:26]=[CH:25][N:24]=2)[CH:11]=[CH:12][C:13]=1[O:14][CH2:15][C:16]1[CH:21]=[CH:20][CH:19]=[CH:18][N:17]=1. Product: [Cl:7][C:8]1[CH:9]=[C:10]([NH:22][C:23]2[C:32]3[C:27](=[CH:28][CH:29]=[CH:30][C:31]=3[O:3][CH2:2][CH2:1][OH:4])[N:26]=[CH:25][N:24]=2)[CH:11]=[CH:12][C:13]=1[O:14][CH2:15][C:16]1[CH:21]=[CH:20][CH:19]=[CH:18][N:17]=1. The catalyst class is: 6.